Regression. Given a peptide amino acid sequence and an MHC pseudo amino acid sequence, predict their binding affinity value. This is MHC class II binding data. From a dataset of Peptide-MHC class II binding affinity with 134,281 pairs from IEDB. (1) The peptide sequence is ETVEKIVDQYREPVK. The MHC is DRB1_0404 with pseudo-sequence DRB1_0404. The binding affinity (normalized) is 0.215. (2) The peptide sequence is AFKVENGSAAPQLTK. The MHC is DRB1_0701 with pseudo-sequence DRB1_0701. The binding affinity (normalized) is 0. (3) The peptide sequence is EERVERIKSEYMTSW. The MHC is DRB1_0901 with pseudo-sequence DRB1_0901. The binding affinity (normalized) is 0.633. (4) The peptide sequence is NESATILMTATPPGT. The MHC is DRB1_0405 with pseudo-sequence DRB1_0405. The binding affinity (normalized) is 0.715.